This data is from Peptide-MHC class I binding affinity with 185,985 pairs from IEDB/IMGT. The task is: Regression. Given a peptide amino acid sequence and an MHC pseudo amino acid sequence, predict their binding affinity value. This is MHC class I binding data. (1) The peptide sequence is YLFQWNDNV. The MHC is HLA-A02:12 with pseudo-sequence HLA-A02:12. The binding affinity (normalized) is 1.00. (2) The peptide sequence is GRCELAAAM. The MHC is Mamu-B17 with pseudo-sequence Mamu-B17. The binding affinity (normalized) is 0.0145. (3) The peptide sequence is KMYACKNDM. The MHC is HLA-B15:03 with pseudo-sequence HLA-B15:03. The binding affinity (normalized) is 0.653. (4) The peptide sequence is KAVRLIKFLY. The MHC is HLA-B58:01 with pseudo-sequence HLA-B58:01. The binding affinity (normalized) is 0.910. (5) The peptide sequence is GMAEDLQSL. The MHC is HLA-A02:16 with pseudo-sequence HLA-A02:16. The binding affinity (normalized) is 1.00. (6) The peptide sequence is GWPDNYCEW. The MHC is HLA-B15:17 with pseudo-sequence HLA-B15:17. The binding affinity (normalized) is 0.0847. (7) The peptide sequence is NQLVKDESI. The MHC is HLA-A02:01 with pseudo-sequence HLA-A02:01. The binding affinity (normalized) is 0.